This data is from Full USPTO retrosynthesis dataset with 1.9M reactions from patents (1976-2016). The task is: Predict the reactants needed to synthesize the given product. (1) Given the product [CH2:1]([C:5]1[CH:9]=[C:8]([CH:43]=[O:44])[S:7][C:6]=1[C:10]1[S:11][C:12]2[C:18]3=[CH:19][CH:20]=[C:21]4[C:25]([S:24][C:23]([C:26]5[S:27][C:28]([CH:45]=[O:46])=[CH:29][C:30]=5[CH2:31][CH2:32][CH2:33][CH3:34])=[CH:22]4)=[C:17]3[CH:16]=[CH:15][C:13]=2[CH:14]=1)[CH2:2][CH2:3][CH3:4], predict the reactants needed to synthesize it. The reactants are: [CH2:1]([C:5]1[CH:9]=[CH:8][S:7][C:6]=1[C:10]1[S:11][C:12]2[C:13](=[CH:15][CH:16]=[C:17]3[C:25]4[S:24][C:23]([C:26]5[S:27][CH:28]=[CH:29][C:30]=5[CH2:31][CH2:32][CH2:33][CH3:34])=[CH:22][C:21]=4[CH:20]=[CH:19][C:18]=23)[CH:14]=1)[CH2:2][CH2:3][CH3:4].P(Cl)(Cl)(Cl)=O.CN([CH:43]=[O:44])C.[C:45](=O)([O-])[OH:46].[Na+]. (2) Given the product [NH2:1][C:4]1[CH:17]=[C:16]([C:18]2[S:19][CH:20]=[CH:21][CH:22]=2)[CH:15]=[CH:14][C:5]=1[O:6][Si:7]([C:10]([CH3:13])([CH3:12])[CH3:11])([CH3:9])[CH3:8], predict the reactants needed to synthesize it. The reactants are: [N+:1]([C:4]1[CH:17]=[C:16]([C:18]2[S:19][CH:20]=[CH:21][CH:22]=2)[CH:15]=[CH:14][C:5]=1[O:6][Si:7]([C:10]([CH3:13])([CH3:12])[CH3:11])([CH3:9])[CH3:8])([O-])=O.CO. (3) Given the product [CH:1]([N:4]1[C:9](=[O:10])[CH:8]=[CH:7][C:6]([C:11]2[CH:12]=[CH:13][C:14](=[O:23])[NH:15][C:16]=2[C:17]2[CH:18]=[CH:19][CH:20]=[CH:21][CH:22]=2)=[N:5]1)([CH3:3])[CH3:2], predict the reactants needed to synthesize it. The reactants are: [CH:1]([N:4]1[C:9](=[O:10])[CH:8]=[CH:7][C:6]([C:11]2[CH:12]=[C:13](C(O)=O)[C:14](=[O:23])[NH:15][C:16]=2[C:17]2[CH:22]=[CH:21][CH:20]=[CH:19][CH:18]=2)=[N:5]1)([CH3:3])[CH3:2].O.C(Cl)(Cl)Cl. (4) Given the product [CH3:2][O:3][C:4]([C@@H:5]([NH:6][C:26](=[O:27])[O:37][CH2:38][C:39]1[CH:44]=[CH:43][N:42]=[CH:41][CH:40]=1)[CH2:7][CH2:8][C:9]1[CH:10]=[CH:11][C:12]([OH:15])=[CH:13][CH:14]=1)=[O:16], predict the reactants needed to synthesize it. The reactants are: Cl.[CH3:2][O:3][C:4](=[O:16])[C@H:5]([CH2:7][CH2:8][C:9]1[CH:14]=[CH:13][C:12]([OH:15])=[CH:11][CH:10]=1)[NH2:6].CCN(C(C)C)C(C)C.[C:26](=O)([O:37][CH2:38][C:39]1[CH:44]=[CH:43][N:42]=[CH:41][CH:40]=1)[O:27]C1C=CC([N+]([O-])=O)=CC=1. (5) Given the product [CH3:1][C:2]1[N:3]([CH2:15][CH2:16][C:17]([NH:3][CH2:4][CH2:5][CH3:6])=[O:19])[C:4]2[C:13]3[CH:12]=[CH:11][CH:10]=[CH:9][C:8]=3[N:7]=[CH:6][C:5]=2[N:14]=1, predict the reactants needed to synthesize it. The reactants are: [CH3:1][C:2]1[N:3]([CH2:15][CH2:16][C:17]([O:19]CC)=O)[C:4]2[C:13]3[CH:12]=[CH:11][CH:10]=[CH:9][C:8]=3[N:7]=[CH:6][C:5]=2[N:14]=1. (6) Given the product [Br:1][C:2]1[CH:7]=[CH:6][C:5]([O:8][CH2:19][CH3:20])=[CH:4][C:3]=1[O:9][CH:10]([CH3:12])[CH3:11], predict the reactants needed to synthesize it. The reactants are: [Br:1][C:2]1[CH:7]=[CH:6][C:5]([OH:8])=[CH:4][C:3]=1[O:9][CH:10]([CH3:12])[CH3:11].C(=O)([O-])[O-].[K+].[K+].[CH2:19](I)[CH3:20].